From a dataset of CYP1A2 inhibition data for predicting drug metabolism from PubChem BioAssay. Regression/Classification. Given a drug SMILES string, predict its absorption, distribution, metabolism, or excretion properties. Task type varies by dataset: regression for continuous measurements (e.g., permeability, clearance, half-life) or binary classification for categorical outcomes (e.g., BBB penetration, CYP inhibition). Dataset: cyp1a2_veith. (1) The molecule is CCc1nnc(NC(=O)CCC(=O)NCc2ccccc2OC)s1. The result is 0 (non-inhibitor). (2) The drug is O=C(NCCOc1nc(N2CCOCC2)nc(N2CCOCC2)n1)Nc1ccccc1. The result is 0 (non-inhibitor). (3) The molecule is Cc1c2c(nc3c(C(=O)NC4CCCC4)cnn13)CCCC2. The result is 1 (inhibitor). (4) The compound is O/N=C/c1ccccc1OCc1ccc(Cl)cc1. The result is 1 (inhibitor).